Dataset: NCI-60 drug combinations with 297,098 pairs across 59 cell lines. Task: Regression. Given two drug SMILES strings and cell line genomic features, predict the synergy score measuring deviation from expected non-interaction effect. (1) Drug 1: CCCCC(=O)OCC(=O)C1(CC(C2=C(C1)C(=C3C(=C2O)C(=O)C4=C(C3=O)C=CC=C4OC)O)OC5CC(C(C(O5)C)O)NC(=O)C(F)(F)F)O. Drug 2: CN(CC1=CN=C2C(=N1)C(=NC(=N2)N)N)C3=CC=C(C=C3)C(=O)NC(CCC(=O)O)C(=O)O. Cell line: HL-60(TB). Synergy scores: CSS=77.4, Synergy_ZIP=-2.05, Synergy_Bliss=-3.68, Synergy_Loewe=-2.42, Synergy_HSA=-1.02. (2) Drug 1: CCCS(=O)(=O)NC1=C(C(=C(C=C1)F)C(=O)C2=CNC3=C2C=C(C=N3)C4=CC=C(C=C4)Cl)F. Drug 2: C1CC(=O)NC(=O)C1N2C(=O)C3=CC=CC=C3C2=O. Cell line: NCI-H322M. Synergy scores: CSS=2.51, Synergy_ZIP=4.07, Synergy_Bliss=7.23, Synergy_Loewe=1.53, Synergy_HSA=1.18. (3) Drug 1: CC1=CC2C(CCC3(C2CCC3(C(=O)C)OC(=O)C)C)C4(C1=CC(=O)CC4)C. Drug 2: CN1C(=O)N2C=NC(=C2N=N1)C(=O)N. Cell line: SF-295. Synergy scores: CSS=1.13, Synergy_ZIP=1.12, Synergy_Bliss=1.72, Synergy_Loewe=-2.09, Synergy_HSA=-1.08.